This data is from Catalyst prediction with 721,799 reactions and 888 catalyst types from USPTO. The task is: Predict which catalyst facilitates the given reaction. (1) Reactant: [CH3:1][C@@:2]12[C:9]([CH3:11])([CH3:10])[CH:6]([CH2:7][CH2:8]1)[C:5](=[O:12])[CH2:4][C:3]2=[O:13].C(N(CC)CC)C.[Cl:21][C:22]1[CH:27]=[CH:26][C:25]([N:28]=[C:29]=[O:30])=[CH:24][C:23]=1[C:31]([F:34])([F:33])[F:32].Cl. Product: [Cl:21][C:22]1[CH:27]=[CH:26][C:25]([NH:28][C:29]([CH:4]2[C:5](=[O:12])[CH:6]3[C:9]([CH3:10])([CH3:11])[C@:2]([CH3:1])([CH2:8][CH2:7]3)[C:3]2=[O:13])=[O:30])=[CH:24][C:23]=1[C:31]([F:32])([F:33])[F:34]. The catalyst class is: 119. (2) Reactant: [CH:1]([N:14]1[CH2:17][CH:16]([CH2:18][CH2:19][CH2:20][CH2:21]O)[CH2:15]1)([C:8]1[CH:13]=[CH:12][CH:11]=[CH:10][CH:9]=1)[C:2]1[CH:7]=[CH:6][CH:5]=[CH:4][CH:3]=1.C1C=CC(P(C2C=CC=CC=2)C2C=CC=CC=2)=CC=1.N1C=CN=C1.[I:47]I.C([O-])(O)=O.[Na+].S([O-])([O-])(=O)=S.[Na+].[Na+]. Product: [CH:1]([N:14]1[CH2:17][CH:16]([CH2:18][CH2:19][CH2:20][CH2:21][I:47])[CH2:15]1)([C:8]1[CH:13]=[CH:12][CH:11]=[CH:10][CH:9]=1)[C:2]1[CH:7]=[CH:6][CH:5]=[CH:4][CH:3]=1. The catalyst class is: 2. (3) Product: [CH:3]1([CH2:6][O:7][C:8]2[CH:9]=[C:10]([C:14]3[C:22]4[C:17](=[CH:18][CH:19]=[C:20]([O:23][CH2:24][CH2:25][OH:26])[CH:21]=4)[N:16]([CH2:27][C:28]4[CH:33]=[CH:32][CH:31]=[C:30]([O:34][CH3:35])[CH:29]=4)[C:15]=3[C:36]([O:38][CH2:39][CH3:40])=[O:37])[CH:11]=[CH:12][CH:13]=2)[CH2:5][CH2:4]1. The catalyst class is: 5. Reactant: [BH4-].[Na+].[CH:3]1([CH2:6][O:7][C:8]2[CH:9]=[C:10]([C:14]3[C:22]4[C:17](=[CH:18][CH:19]=[C:20]([O:23][CH2:24][CH:25]=[O:26])[CH:21]=4)[N:16]([CH2:27][C:28]4[CH:33]=[CH:32][CH:31]=[C:30]([O:34][CH3:35])[CH:29]=4)[C:15]=3[C:36]([O:38][CH2:39][CH3:40])=[O:37])[CH:11]=[CH:12][CH:13]=2)[CH2:5][CH2:4]1.